Task: Predict the product of the given reaction.. Dataset: Forward reaction prediction with 1.9M reactions from USPTO patents (1976-2016) Given the reactants [CH3:1][O:2][C:3]1[CH:35]=[C:34]([O:36][CH3:37])[CH:33]=[CH:32][C:4]=1[CH2:5][N:6]([C:14]1[CH:19]=[CH:18][C:17]([N+:20]([O-])=O)=[C:16]([NH:23][C@@H:24]([C:26]2[CH:27]=[N:28][CH:29]=[CH:30][CH:31]=2)[CH3:25])[N:15]=1)[C:7](=[O:13])[O:8][C:9]([CH3:12])([CH3:11])[CH3:10].[O-]S(S([O-])=O)=O.[Na+].[Na+].C([O-])(O)=O.[Na+].CO, predict the reaction product. The product is: [CH3:1][O:2][C:3]1[CH:35]=[C:34]([O:36][CH3:37])[CH:33]=[CH:32][C:4]=1[CH2:5][N:6]([C:14]1[CH:19]=[CH:18][C:17]([NH2:20])=[C:16]([NH:23][C@@H:24]([C:26]2[CH:27]=[N:28][CH:29]=[CH:30][CH:31]=2)[CH3:25])[N:15]=1)[C:7](=[O:13])[O:8][C:9]([CH3:12])([CH3:10])[CH3:11].